Dataset: Peptide-MHC class II binding affinity with 134,281 pairs from IEDB. Task: Regression. Given a peptide amino acid sequence and an MHC pseudo amino acid sequence, predict their binding affinity value. This is MHC class II binding data. (1) The peptide sequence is KEYSHCAWTIVRVEI. The MHC is DRB1_0701 with pseudo-sequence DRB1_0701. The binding affinity (normalized) is 0.686. (2) The peptide sequence is NRFSYIPNGALKFVD. The MHC is DRB1_0401 with pseudo-sequence DRB1_0401. The binding affinity (normalized) is 0.637. (3) The peptide sequence is YVKFLANVSTVLTGK. The MHC is DRB1_0405 with pseudo-sequence DRB1_0405. The binding affinity (normalized) is 0.640. (4) The peptide sequence is FEALGFLNEDHWASR. The MHC is DRB1_1101 with pseudo-sequence DRB1_1101. The binding affinity (normalized) is 0.190. (5) The peptide sequence is FVGYLKPTTFMLKYD. The MHC is DRB1_0301 with pseudo-sequence DRB1_0301. The binding affinity (normalized) is 0.418. (6) The peptide sequence is LRGLLSTFIAALMGA. The MHC is HLA-DQA10501-DQB10201 with pseudo-sequence HLA-DQA10501-DQB10201. The binding affinity (normalized) is 0.424.